From a dataset of Forward reaction prediction with 1.9M reactions from USPTO patents (1976-2016). Predict the product of the given reaction. (1) Given the reactants [CH2:1]([O:3][C:4](=[O:35])[CH:5]([C:23]1[N:24]([C:28]2[C:33]([Br:34])=[CH:32][CH:31]=[CH:30][N:29]=2)[N:25]=[CH:26][CH:27]=1)[C:6]1[C:11]([CH2:12][CH2:13][CH3:14])=[C:10]([NH:15][NH:16][C:17](=O)[C:18]([F:21])([F:20])[F:19])[N:9]=[CH:8][N:7]=1)[CH3:2], predict the reaction product. The product is: [CH2:1]([O:3][C:4](=[O:35])[CH:5]([C:23]1[N:24]([C:28]2[C:33]([Br:34])=[CH:32][CH:31]=[CH:30][N:29]=2)[N:25]=[CH:26][CH:27]=1)[C:6]1[N:7]=[CH:8][N:15]2[N:16]=[C:17]([C:18]([F:19])([F:21])[F:20])[N:9]=[C:10]2[C:11]=1[CH2:12][CH2:13][CH3:14])[CH3:2]. (2) The product is: [CH3:19][C:14]1([CH3:20])[C:15]([CH3:18])([CH3:17])[O:16][B:12]([C:2]2[CH:3]=[C:4]([C:8]([OH:11])([CH3:10])[CH3:9])[CH:5]=[N:6][CH:7]=2)[O:13]1. Given the reactants Br[C:2]1[CH:3]=[C:4]([C:8]([OH:11])([CH3:10])[CH3:9])[CH:5]=[N:6][CH:7]=1.[B:12]1([B:12]2[O:16][C:15]([CH3:18])([CH3:17])[C:14]([CH3:20])([CH3:19])[O:13]2)[O:16][C:15]([CH3:18])([CH3:17])[C:14]([CH3:20])([CH3:19])[O:13]1.C([O-])(=O)C.[K+], predict the reaction product.